Dataset: Forward reaction prediction with 1.9M reactions from USPTO patents (1976-2016). Task: Predict the product of the given reaction. (1) Given the reactants Cl.Cl.[NH2:3][C@@H:4]1[C:18](=[O:19])[N:17]2[CH2:20][C@H:21]([O:23][C:24]3[C:33]4[C:28](=[C:29](C)[C:30]([O:34][CH3:35])=[CH:31][CH:32]=4)[N:27]=[C:26]([C:37]4[S:38][CH:39]=[C:40]([CH:42]([CH3:44])[CH3:43])[N:41]=4)[CH:25]=3)[CH2:22][C@H:16]2[C:15](=[O:45])[NH:14][C@:13]2([C:47]([NH:49][S:50]([CH:53]3[CH2:55][CH2:54]3)(=[O:52])=[O:51])=[O:48])[CH2:46][C@H:12]2[CH:11]=[CH:10][CH2:9][CH2:8][CH2:7][CH2:6][CH2:5]1.[CH:56]([N:59](CC)[CH:60](C)C)(C)C.ClC(Cl)(O[C:69](=[O:75])OC(Cl)(Cl)Cl)Cl.[CH3:77]NC, predict the reaction product. The product is: [CH:53]1([S:50]([NH:49][C:47]([C@@:13]23[CH2:46][C@H:12]2[CH:11]=[CH:10][CH2:9][CH2:8][CH2:7][CH2:6][CH2:5][C@H:4]([NH:3][C:69]([N:59]([CH3:60])[CH3:56])=[O:75])[C:18](=[O:19])[N:17]2[CH2:20][C@H:21]([O:23][C:24]4[C:33]5[C:28](=[CH:29][C:30]([O:34][CH3:35])=[C:31]([CH3:77])[CH:32]=5)[N:27]=[C:26]([C:37]5[S:38][CH:39]=[C:40]([CH:42]([CH3:43])[CH3:44])[N:41]=5)[CH:25]=4)[CH2:22][C@H:16]2[C:15](=[O:45])[NH:14]3)=[O:48])(=[O:52])=[O:51])[CH2:55][CH2:54]1. (2) Given the reactants C([Li])CCC.Br[C:7]1[CH:8]=[N:9][CH:10]=[CH:11][CH:12]=1.[CH2:13]([CH2:20][NH:21][CH2:22][CH:23]1[CH2:28][CH2:27][CH2:26][CH2:25][C:24]1=[O:29])[C:14]1[CH:19]=[CH:18][CH:17]=[CH:16][CH:15]=1.[Cl:30][Si](C)(C)C, predict the reaction product. The product is: [ClH:30].[CH2:13]([CH2:20][NH:21][CH2:22][CH:23]1[CH2:28][CH2:27][CH2:26][CH2:25][C:24]1([C:7]1[CH:8]=[N:9][CH:10]=[CH:11][CH:12]=1)[OH:29])[C:14]1[CH:19]=[CH:18][CH:17]=[CH:16][CH:15]=1. (3) The product is: [C:1]([O:5][C:6]([NH:7][C@@H:8]1[C:14](=[O:15])[NH:13][C:12]2[CH:16]=[CH:17][CH:18]=[CH:19][C:11]=2[N:10]([C:28]([C:29]2[CH:37]=[CH:36][C:32]([C:33]([N:23]3[C:24]4[CH:25]=[CH:18][CH:19]=[CH:11][C:12]=4[NH:13][C:14](=[O:15])[C@@H:27]([NH:7][C:6](=[O:20])[O:5][C:1]([CH3:3])([CH3:2])[CH3:4])[CH2:26]3)=[O:34])=[CH:31][CH:30]=2)=[O:38])[CH2:9]1)=[O:20])([CH3:4])([CH3:2])[CH3:3]. Given the reactants [C:1]([O:5][C:6](=[O:20])[NH:7][C@@H:8]1[C:14](=[O:15])[NH:13][C:12]2[CH:16]=[CH:17][CH:18]=[CH:19][C:11]=2[NH:10][CH2:9]1)([CH3:4])([CH3:3])[CH3:2].C([N:23]([CH2:26][CH3:27])[CH2:24][CH3:25])C.[C:28](Cl)(=[O:38])[C:29]1[CH:37]=[CH:36][C:32]([C:33](Cl)=[O:34])=[CH:31][CH:30]=1, predict the reaction product. (4) Given the reactants [CH:1]1[CH:2]=[CH:3][C:4]2[S:9][CH:8]=[CH:7][C:5]=2[CH:6]=1.[Li]CCCC.[F:15][C:16]1[CH:17]=[CH:18][C:19]([N+:24]([O-:26])=[O:25])=[C:20]([CH:23]=1)[CH:21]=[O:22].CC(C)=O, predict the reaction product. The product is: [S:9]1[C:8]([CH:21]([C:20]2[CH:23]=[C:16]([F:15])[CH:17]=[CH:18][C:19]=2[N+:24]([O-:26])=[O:25])[OH:22])=[CH:7][C:5]2[CH:6]=[CH:1][CH:2]=[CH:3][C:4]1=2. (5) Given the reactants C(NC(C)C)(C)C.C([Li])CCC.[Si:13]([O:20][CH2:21][CH2:22][O:23][C:24]1[CH:29]=[CH:28][N:27]=[C:26]([NH:30][C:31]2[CH:36]=[C:35]([C:37]3[S:41][CH:40]=[N:39][CH:38]=3)[CH:34]=[C:33]([CH3:42])[CH:32]=2)[N:25]=1)([C:16]([CH3:19])([CH3:18])[CH3:17])([CH3:15])[CH3:14].[CH3:43][C:44]1([CH3:51])[O:49][CH2:48][C:47](=[O:50])[CH2:46][O:45]1, predict the reaction product. The product is: [Si:13]([O:20][CH2:21][CH2:22][O:23][C:24]1[CH:29]=[CH:28][N:27]=[C:26]([NH:30][C:31]2[CH:36]=[C:35]([C:37]3[S:41][C:40]([C:47]4([OH:50])[CH2:48][O:49][C:44]([CH3:51])([CH3:43])[O:45][CH2:46]4)=[N:39][CH:38]=3)[CH:34]=[C:33]([CH3:42])[CH:32]=2)[N:25]=1)([C:16]([CH3:17])([CH3:18])[CH3:19])([CH3:14])[CH3:15]. (6) Given the reactants [NH2:1][CH2:2][CH:3]([C:5]1[CH:6]=[CH:7][C:8]([OH:16])=[C:9]([NH:11][S:12]([CH3:15])(=[O:14])=[O:13])[CH:10]=1)[OH:4].[Br:17][C:18]1[CH:19]=[C:20]([CH:29]=[CH:30][C:31]=1[N:32]1[CH2:37][CH2:36][C:35](=O)[CH2:34][CH2:33]1)[CH:21]=[C:22]1[S:26][C:25](=[O:27])[NH:24][C:23]1=[O:28], predict the reaction product. The product is: [Br:17][C:18]1[CH:19]=[C:20]([CH:21]=[C:22]2[S:26][C:25](=[O:27])[NH:24][C:23]2=[O:28])[CH:29]=[CH:30][C:31]=1[N:32]1[CH2:33][CH2:34][CH:35]([NH:1][CH2:2][CH:3]([C:5]2[CH:6]=[CH:7][C:8]([OH:16])=[C:9]([NH:11][S:12]([CH3:15])(=[O:14])=[O:13])[CH:10]=2)[OH:4])[CH2:36][CH2:37]1. (7) Given the reactants Br[C:2]1[S:6][C:5]2=[N:7][CH:8]=[CH:9][N:4]2[N:3]=1.[CH3:10][O:11][C:12]1[CH:17]=[CH:16][C:15]([NH2:18])=[CH:14][CH:13]=1, predict the reaction product. The product is: [S:6]1[C:2]([NH:18][C:15]2[CH:16]=[CH:17][C:12]([O:11][CH3:10])=[CH:13][CH:14]=2)=[N:3][N:4]2[CH:9]=[CH:8][N:7]=[C:5]12.